Dataset: Full USPTO retrosynthesis dataset with 1.9M reactions from patents (1976-2016). Task: Predict the reactants needed to synthesize the given product. Given the product [Br:4][C:5]1[CH:13]=[CH:12][C:8]([CH2:9][CH2:10][O:11][CH:15]2[CH2:16][CH2:17][CH2:18][CH2:19][O:14]2)=[CH:7][CH:6]=1, predict the reactants needed to synthesize it. The reactants are: C(Cl)Cl.[Br:4][C:5]1[CH:13]=[CH:12][C:8]([CH2:9][CH2:10][OH:11])=[CH:7][CH:6]=1.[O:14]1[CH:19]=[CH:18][CH2:17][CH2:16][CH2:15]1.O.C1(C)C=CC(S(O)(=O)=O)=CC=1.